Dataset: Full USPTO retrosynthesis dataset with 1.9M reactions from patents (1976-2016). Task: Predict the reactants needed to synthesize the given product. (1) Given the product [Br:1][C:2]1[CH:3]=[N:4][C:5]2[N:6]([N:8]=[C:9]([C:11]([N:16]3[CH2:17][CH2:18][C:19]4[C:24](=[C:23]([CH3:25])[CH:22]=[CH:21][CH:20]=4)[N:15]3[CH3:14])=[O:13])[CH:10]=2)[CH:7]=1, predict the reactants needed to synthesize it. The reactants are: [Br:1][C:2]1[CH:3]=[N:4][C:5]2[N:6]([N:8]=[C:9]([C:11]([OH:13])=O)[CH:10]=2)[CH:7]=1.[CH3:14][N:15]1[C:24]2[C:19](=[CH:20][CH:21]=[CH:22][C:23]=2[CH3:25])[CH2:18][CH2:17][NH:16]1. (2) Given the product [CH3:23][O:22][S:19]([O-:24])(=[O:21])=[O:20].[CH3:23][N+:9]1([CH2:8][CH2:7][O:6][C:5]2[CH:15]=[CH:16][CH:17]=[CH:18][C:4]=2[N+:1]([O-:3])=[O:2])[CH2:10][CH2:11][O:12][CH2:13][CH2:14]1, predict the reactants needed to synthesize it. The reactants are: [N+:1]([C:4]1[CH:18]=[CH:17][CH:16]=[CH:15][C:5]=1[O:6][CH2:7][CH2:8][N:9]1[CH2:14][CH2:13][O:12][CH2:11][CH2:10]1)([O-:3])=[O:2].[S:19]([O:24]C)([O:22][CH3:23])(=[O:21])=[O:20]. (3) Given the product [F:27][CH:24]1[CH2:23][CH2:22][N:21]([CH2:20][C:16]2[CH:17]=[C:18]3[C:13](=[CH:14][CH:15]=2)[NH:12][C:11]([C:6]2[C:5]4[C:9](=[CH:10][C:2]([C:37]#[C:36][CH2:35][OH:38])=[CH:3][CH:4]=4)[NH:8][N:7]=2)=[CH:19]3)[CH2:26][CH2:25]1, predict the reactants needed to synthesize it. The reactants are: Br[C:2]1[CH:10]=[C:9]2[C:5]([C:6]([C:11]3[N:12](C(OC(C)(C)C)=O)[C:13]4[C:18]([CH:19]=3)=[CH:17][C:16]([CH2:20][N:21]3[CH2:26][CH2:25][CH:24]([F:27])[CH2:23][CH2:22]3)=[CH:15][CH:14]=4)=[N:7][NH:8]2)=[CH:4][CH:3]=1.[CH2:35]([OH:38])[C:36]#[CH:37].